Task: Predict the reactants needed to synthesize the given product.. Dataset: Full USPTO retrosynthesis dataset with 1.9M reactions from patents (1976-2016) (1) Given the product [CH2:42]([CH:26]1[CH2:25][CH:24]([C:30]([OH:32])=[O:31])[C:23]2[C:28](=[CH:29][C:20]([O:19][C:18]3[CH:36]=[CH:37][C:15]([C:13](=[O:14])[NH:12][CH2:11][CH2:10][C:8]4[CH:7]=[CH:6][C:5]5[O:1][CH2:2][O:3][C:4]=5[CH:9]=4)=[CH:16][CH:17]=3)=[C:21]([Cl:35])[CH:22]=2)[O:27]1)[CH3:43], predict the reactants needed to synthesize it. The reactants are: [O:1]1[C:5]2[CH:6]=[CH:7][C:8]([CH2:10][CH2:11][NH:12][C:13]([C:15]3[CH:37]=[CH:36][C:18]([O:19][C:20]4[CH:29]=[C:28]5[C:23]([CH:24]([C:30]([O:32]CC)=[O:31])[CH2:25][CH2:26][O:27]5)=[CH:22][C:21]=4[Cl:35])=[CH:17][CH:16]=3)=[O:14])=[CH:9][C:4]=2[O:3][CH2:2]1.[OH-].[Na+].Cl.O1CC[CH2:43][CH:42]1CCO. (2) Given the product [CH3:1][C:2](=[N:26][OH:27])[C@@H:3]1[C@:20]2([CH3:21])[C@H:6]([C@H:7]3[C@H:17]([CH2:18][CH2:19]2)[C@:15]2([CH3:16])[C@H:10]([CH2:11][CH2:12][CH2:13][CH2:14]2)[CH2:9][CH2:8]3)[CH2:5][CH2:4]1, predict the reactants needed to synthesize it. The reactants are: [CH3:1][C:2](=O)[C@@H:3]1[C@:20]2([CH3:21])[C@H:6]([C@H:7]3[C@H:17]([CH2:18][CH2:19]2)[C@:15]2([CH3:16])[C@H:10]([CH2:11][CH2:12][CH2:13][CH2:14]2)[CH2:9][CH2:8]3)[CH2:5][CH2:4]1.C(O)C.[NH2:26][OH:27].C([O-])(=O)C.[Na+]. (3) Given the product [Br:1][C:2]1[C:6]2[N:7]=[CH:8][N:9]=[C:10]([Cl:19])[C:5]=2[S:4][CH:3]=1, predict the reactants needed to synthesize it. The reactants are: [Br:1][C:2]1[C:6]2[N:7]=[CH:8][NH:9][C:10](=O)[C:5]=2[S:4][CH:3]=1.C(=O)(O)[O-].[Na+].P(Cl)(Cl)([Cl:19])=O. (4) Given the product [NH2:9][C:3]1[CH:4]=[C:5]([OH:8])[CH:6]=[CH:7][C:2]=1[NH2:1], predict the reactants needed to synthesize it. The reactants are: [NH2:1][C:2]1[CH:7]=[CH:6][C:5]([OH:8])=[CH:4][C:3]=1[N+:9]([O-])=O. (5) Given the product [CH3:1][C:2]1([CH3:11])[C:5](=[O:6])[CH2:4][CH:3]1[C:7]([OH:9])=[O:8], predict the reactants needed to synthesize it. The reactants are: [CH3:1][C:2]1([CH3:11])[C:5](=[O:6])[CH2:4][CH:3]1[C:7]([O:9]C)=[O:8].[OH-].[Na+]. (6) The reactants are: [Br:1][C:2]1[CH:3]=[CH:4][C:5]2[O:9][C:8]([CH:10]3[CH2:12][CH2:11]3)=[C:7]([C:13]([O:15][CH2:16][CH3:17])=[O:14])[C:6]=2[CH:18]=1.[N+:19]([O-])([OH:21])=[O:20]. Given the product [Br:1][C:2]1[C:3]([N+:19]([O-:21])=[O:20])=[CH:4][C:5]2[O:9][C:8]([CH:10]3[CH2:12][CH2:11]3)=[C:7]([C:13]([O:15][CH2:16][CH3:17])=[O:14])[C:6]=2[CH:18]=1, predict the reactants needed to synthesize it. (7) Given the product [CH2:1]([N:8]1[CH2:13][CH2:12][C:11]2([C:21]3[C:16](=[CH:17][CH:18]=[CH:19][C:20]=3[Br:22])[NH:15][CH2:14]2)[CH2:10][CH2:9]1)[C:2]1[CH:7]=[CH:6][CH:5]=[CH:4][CH:3]=1, predict the reactants needed to synthesize it. The reactants are: [CH2:1]([N:8]1[CH2:13][CH2:12][C:11]2([C:21]3[C:16](=[CH:17][CH:18]=[CH:19][C:20]=3[Br:22])[NH:15][C:14]2=O)[CH2:10][CH2:9]1)[C:2]1[CH:7]=[CH:6][CH:5]=[CH:4][CH:3]=1. (8) Given the product [Cl:1][C:2]1[CH:3]=[C:4]([N:9]2[C:13]([C:14]3[CH:19]=[C:18]([F:20])[CH:17]=[C:16]([Cl:21])[CH:15]=3)=[CH:12][C:11]([C:22]([OH:24])=[O:23])=[N:10]2)[CH:5]=[CH:6][C:7]=1[F:8], predict the reactants needed to synthesize it. The reactants are: [Cl:1][C:2]1[CH:3]=[C:4]([N:9]2[C:13]([C:14]3[CH:19]=[C:18]([F:20])[CH:17]=[C:16]([Cl:21])[CH:15]=3)=[CH:12][C:11]([C:22]([O:24]CC)=[O:23])=[N:10]2)[CH:5]=[CH:6][C:7]=1[F:8].[OH-].[Li+].O.Cl.